This data is from Catalyst prediction with 721,799 reactions and 888 catalyst types from USPTO. The task is: Predict which catalyst facilitates the given reaction. (1) The catalyst class is: 3. Reactant: [CH3:1][O:2][C:3]1[CH:8]=[CH:7][C:6]([C:9]2[C:13]([C:14]([OH:16])=O)=[CH:12][O:11][N:10]=2)=[CH:5][CH:4]=1.C(N(C(C)C)C(C)C)C.CN(C(ON1N=NC2C=CC=CC1=2)=[N+](C)C)C.[B-](F)(F)(F)F.Cl.Cl.[N:50]1[CH:55]=[CH:54][CH:53]=[C:52]([C:56]2([OH:61])[CH2:60][CH2:59][NH:58][CH2:57]2)[CH:51]=1. Product: [CH3:1][O:2][C:3]1[CH:4]=[CH:5][C:6]([C:9]2[C:13]([C:14]([N:58]3[CH2:59][CH2:60][C:56]([C:52]4[CH:51]=[N:50][CH:55]=[CH:54][CH:53]=4)([OH:61])[CH2:57]3)=[O:16])=[CH:12][O:11][N:10]=2)=[CH:7][CH:8]=1. (2) Reactant: [OH-].[B+3].[Na+].[OH-].[OH-].[OH-].CN(C=O)C.[CH:12]12[CH2:18][CH:15]([CH:16]=[CH:17]1)[CH:14]1[C:19]([O:21][C:22](=O)[CH:13]21)=[O:20].S(=O)(=O)(O)O. Product: [C:15]12[CH2:18][CH:12]([CH2:17][CH2:16]1)[CH:13]1[C:14]=2[C:19](=[O:20])[O:21][CH2:22]1. The catalyst class is: 6.